This data is from Forward reaction prediction with 1.9M reactions from USPTO patents (1976-2016). The task is: Predict the product of the given reaction. (1) Given the reactants Br[C:2]1[CH:3]=[CH:4][C:5]2[C:6]3[C:11]([C:12]4[CH:13]=[CH:14][CH:15]=[CH:16][C:17]=4[C:18]=2[CH:19]=1)=[CH:10][C:9]1=[CH:20][C:21]2[C:26]([C:25]([CH3:28])([CH3:27])[CH:24]=[CH:23][CH:22]=2)=[C:8]1[CH:7]=3.[C:29]1([C:39]2[CH2:44][CH2:43][C:42]([C:45]3[C:58]4[C:53](=[CH:54][CH:55]=[CH:56][CH:57]=4)[C:52](B(O)O)=[C:51]4[C:46]=3[CH:47]=[CH:48][CH:49]=[CH:50]4)=[CH:41][CH:40]=2)[C:38]2[C:33](=[CH:34][CH:35]=[CH:36][CH:37]=2)[CH:32]=[CH:31][CH:30]=1.C([O-])([O-])=O.[Na+].[Na+].CCO, predict the reaction product. The product is: [CH3:27][C:25]1([CH3:28])[C:26]2[C:21]([CH:20]=[C:9]3[C:8]=2[CH:7]=[C:6]2[C:11]([C:12]4[CH:13]=[CH:14][CH:15]=[CH:16][C:17]=4[C:18]4[CH:19]=[C:2]([C:52]5[C:53]6[C:58]([C:45]([C:42]7[CH:41]=[CH:40][C:39]([C:29]8[C:38]9[C:33](=[CH:34][CH:35]=[CH:36][CH:37]=9)[CH:32]=[CH:31][CH:30]=8)=[CH:44][CH:43]=7)=[C:46]7[C:51]=5[CH:50]=[CH:49][CH:48]=[CH:47]7)=[CH:57][CH:56]=[CH:55][CH:54]=6)[CH:3]=[CH:4][C:5]=42)=[CH:10]3)=[CH:22][CH:23]=[CH:24]1. (2) Given the reactants [CH3:1][NH:2][CH2:3][CH:4]1[O:9][C:8]2[CH:10]=[C:11]([S:14]([CH3:17])(=[O:16])=[O:15])[CH:12]=[CH:13][C:7]=2[CH2:6][O:5]1.[CH2:18](Br)[C:19]1[CH:24]=[CH:23][CH:22]=[CH:21][CH:20]=1.C(=O)([O-])[O-].[K+].[K+].C(#N)C, predict the reaction product. The product is: [CH2:18]([N:2]([CH3:1])[CH2:3][CH:4]1[O:9][C:8]2[CH:10]=[C:11]([S:14]([CH3:17])(=[O:16])=[O:15])[CH:12]=[CH:13][C:7]=2[CH2:6][O:5]1)[C:19]1[CH:24]=[CH:23][CH:22]=[CH:21][CH:20]=1. (3) Given the reactants [Cl:1][C:2]1[CH:7]=[CH:6][C:5]([C@H:8]([C@@H:12]([CH3:17])[C:13]([F:16])([F:15])[F:14])[C:9]([OH:11])=O)=[CH:4][CH:3]=1.[NH2:18][C:19]1[CH:20]=[C:21]([CH:26]([CH:35]2[CH2:38][C:37]([F:40])([F:39])[CH2:36]2)[CH2:27][C:28]([O:30][C:31]([CH3:34])([CH3:33])[CH3:32])=[O:29])[CH:22]=[CH:23][C:24]=1[Cl:25].F[P-](F)(F)(F)(F)F.N1(OC(N(C)C)=[N+](C)C)C2N=CC=CC=2N=N1.N1C=CC=CC=1, predict the reaction product. The product is: [Cl:25][C:24]1[CH:23]=[CH:22][C:21]([CH:26]([CH:35]2[CH2:36][C:37]([F:40])([F:39])[CH2:38]2)[CH2:27][C:28]([O:30][C:31]([CH3:34])([CH3:33])[CH3:32])=[O:29])=[CH:20][C:19]=1[NH:18][C:9](=[O:11])[C@H:8]([C:5]1[CH:4]=[CH:3][C:2]([Cl:1])=[CH:7][CH:6]=1)[C@@H:12]([CH3:17])[C:13]([F:16])([F:15])[F:14]. (4) Given the reactants I[C:2]1[NH:11][C:5]2=[N:6][CH:7]=[C:8]([Cl:10])[CH:9]=[C:4]2[C:3]=1[C:12]1[CH:13]=[N:14][CH:15]=[N:16][CH:17]=1.[Cl:18][C:19]1[CH:24]=[CH:23][C:22](B(O)O)=[CH:21][N:20]=1.C(=O)([O-])[O-].[K+].[K+], predict the reaction product. The product is: [Cl:10][C:8]1[CH:9]=[C:4]2[C:3]([C:12]3[CH:13]=[N:14][CH:15]=[N:16][CH:17]=3)=[C:2]([C:22]3[CH:21]=[N:20][C:19]([Cl:18])=[CH:24][CH:23]=3)[NH:11][C:5]2=[N:6][CH:7]=1. (5) Given the reactants [Cl:1][C:2]1[CH:7]=[CH:6][C:5]([CH:8]([C:12]2[CH:17]=[CH:16][C:15]([Cl:18])=[CH:14][CH:13]=2)[C:9]([OH:11])=O)=[CH:4][CH:3]=1.[NH2:19][CH2:20][CH2:21][CH2:22][N:23]1[CH2:28][CH2:27][CH:26]([C:29]2[CH:30]=[C:31]([NH:35][C:36](=[O:40])[CH2:37][CH2:38][CH3:39])[CH:32]=[CH:33][CH:34]=2)[CH2:25][CH2:24]1, predict the reaction product. The product is: [Cl:18][C:15]1[CH:16]=[CH:17][C:12]([CH:8]([C:5]2[CH:4]=[CH:3][C:2]([Cl:1])=[CH:7][CH:6]=2)[C:9]([NH:19][CH2:20][CH2:21][CH2:22][N:23]2[CH2:28][CH2:27][CH:26]([C:29]3[CH:30]=[C:31]([NH:35][C:36](=[O:40])[CH2:37][CH2:38][CH3:39])[CH:32]=[CH:33][CH:34]=3)[CH2:25][CH2:24]2)=[O:11])=[CH:13][CH:14]=1. (6) The product is: [C:18]([C:7]1[C:8]([O:17][S:26]([C:29]([F:32])([F:31])[F:30])(=[O:28])=[O:27])=[N:9][C:10]([C:12]2[S:13][CH:14]=[CH:15][CH:16]=2)=[CH:11][C:6]=1[C:3]1[CH:4]=[CH:5][O:1][CH:2]=1)#[N:19]. Given the reactants [O:1]1[CH:5]=[CH:4][C:3]([C:6]2[CH:11]=[C:10]([C:12]3[S:13][CH:14]=[CH:15][CH:16]=3)[NH:9][C:8](=[O:17])[C:7]=2[C:18]#[N:19])=[CH:2]1.N1C=CC=CC=1.[S:26](O[S:26]([C:29]([F:32])([F:31])[F:30])(=[O:28])=[O:27])([C:29]([F:32])([F:31])[F:30])(=[O:28])=[O:27], predict the reaction product. (7) Given the reactants C(=O)([O-])[O-].[K+].[K+].[CH2:7]([O:14][C:15]([N:17]1[CH2:22][CH2:21][CH2:20][CH:19]([N:23]2[C:27]([NH:28][C:29](=[O:31])[CH3:30])=[C:26]([C:32]#[N:33])[C:25]([C:34]3[CH:39]=[CH:38][C:37](I)=[CH:36][CH:35]=3)=[N:24]2)[CH2:18]1)=[O:16])[C:8]1[CH:13]=[CH:12][CH:11]=[CH:10][CH:9]=1.[Cl:41][C:42]1[CH:47]=[CH:46][C:45]([SH:48])=[CH:44][CH:43]=1.CN1CCCC1, predict the reaction product. The product is: [C:29]([NH:28][C:27]1[N:23]([CH:19]2[CH2:20][CH2:21][CH2:22][N:17]([C:15]([O:14][CH2:7][C:8]3[CH:13]=[CH:12][CH:11]=[CH:10][CH:9]=3)=[O:16])[CH2:18]2)[N:24]=[C:25]([C:34]2[CH:39]=[CH:38][C:37]([S:48][C:45]3[CH:46]=[CH:47][C:42]([Cl:41])=[CH:43][CH:44]=3)=[CH:36][CH:35]=2)[C:26]=1[C:32]#[N:33])(=[O:31])[CH3:30]. (8) Given the reactants [CH2:1]([O:3][C:4](=[O:33])[CH:5]([O:30][CH2:31][CH3:32])[CH2:6][C:7]1[CH:12]=[CH:11][C:10]([O:13][CH2:14][CH2:15][C:16]2[CH:21]=[CH:20][C:19]([O:22]CC3C=CC=CC=3)=[CH:18][CH:17]=2)=[CH:9][CH:8]=1)[CH3:2], predict the reaction product. The product is: [CH2:1]([O:3][C:4](=[O:33])[CH:5]([O:30][CH2:31][CH3:32])[CH2:6][C:7]1[CH:12]=[CH:11][C:10]([O:13][CH2:14][CH2:15][C:16]2[CH:17]=[CH:18][C:19]([OH:22])=[CH:20][CH:21]=2)=[CH:9][CH:8]=1)[CH3:2]. (9) Given the reactants Cl[CH2:2][Si:3]1([CH3:8])[CH2:7][CH2:6][CH2:5][CH2:4]1.[C:9]([CH2:11][C:12]([O:14][CH2:15][CH3:16])=[O:13])#[N:10].[I-].[K+].[C:19](=O)([O-])[O-].[K+].[K+].[Cl-].[NH4+], predict the reaction product. The product is: [CH3:8][Si:3]1([CH2:2][CH2:19][CH:11]([C:9]#[N:10])[C:12]([O:14][CH2:15][CH3:16])=[O:13])[CH2:7][CH2:6][CH2:5][CH2:4]1.